From a dataset of Full USPTO retrosynthesis dataset with 1.9M reactions from patents (1976-2016). Predict the reactants needed to synthesize the given product. (1) Given the product [CH2:1]([C@@:5]1([C:21]([OH:23])=[O:22])[CH2:9][C@@H:8]([C:10]2[N:14]=[C:13]([CH3:15])[O:12][N:11]=2)[C@H:7]([C:16]2[S:17][CH:18]=[CH:19][CH:20]=2)[N:6]1[C:33](=[O:34])[C:32]1[CH:36]=[CH:37][C:38]([C:39]([CH3:40])([CH3:41])[CH3:42])=[C:30]([O:29][CH3:28])[CH:31]=1)[CH:2]([CH3:3])[CH3:4], predict the reactants needed to synthesize it. The reactants are: [CH2:1]([C@@:5]1([C:21]([O:23]C(C)(C)C)=[O:22])[CH2:9][C@@H:8]([C:10]2[N:14]=[C:13]([CH3:15])[O:12][N:11]=2)[C@H:7]([C:16]2[S:17][CH:18]=[CH:19][CH:20]=2)[NH:6]1)[CH:2]([CH3:4])[CH3:3].[CH3:28][O:29][C:30]1[CH:31]=[C:32]([CH:36]=[CH:37][C:38]=1[C:39]([CH3:42])([CH3:41])[CH3:40])[C:33](Cl)=[O:34].FC(F)(F)C(O)=O. (2) The reactants are: [C:1]([OH:11])(=[O:10])[C@@H:2]([C:4]1[CH:9]=[CH:8][CH:7]=[CH:6][CH:5]=1)[OH:3].CCCCC.[CH3:17][C:18]([CH:21]=O)([CH3:20])[CH3:19].C([O-])(O)=O.[Na+]. Given the product [C:18]([C@H:21]1[O:10][C:1](=[O:11])[C@@H:2]([C:4]2[CH:9]=[CH:8][CH:7]=[CH:6][CH:5]=2)[O:3]1)([CH3:20])([CH3:19])[CH3:17], predict the reactants needed to synthesize it. (3) Given the product [Cl:13][C:14]1[CH:15]=[C:16]([CH:19]=[CH:20][C:21]=1[Cl:22])[CH2:17][O:1][C:2]1[CH:9]=[CH:8][C:5]([CH:6]=[O:7])=[CH:4][C:3]=1[N+:10]([O-:12])=[O:11], predict the reactants needed to synthesize it. The reactants are: [OH:1][C:2]1[CH:9]=[CH:8][C:5]([CH:6]=[O:7])=[CH:4][C:3]=1[N+:10]([O-:12])=[O:11].[Cl:13][C:14]1[CH:15]=[C:16]([CH:19]=[CH:20][C:21]=1[Cl:22])[CH2:17]O.C1(P(C2C=CC=CC=2)C2C=CC=CC=2)C=CC=CC=1.C1(C)C=CC=CC=1.N(C(OCC)=O)=NC(OCC)=O.